This data is from Full USPTO retrosynthesis dataset with 1.9M reactions from patents (1976-2016). The task is: Predict the reactants needed to synthesize the given product. (1) Given the product [Cl:13][C:14]1[CH:22]=[CH:21][CH:20]=[CH:19][C:15]=1[C:16]1[N:6]=[C:4]([N:23]2[CH2:28][CH2:27][S:26][CH2:25][CH2:24]2)[C:3]2[C:2](=[CH:10][CH:9]=[C:8]([O:11][CH3:12])[CH:7]=2)[N:1]=1, predict the reactants needed to synthesize it. The reactants are: [NH2:1][C:2]1[CH:10]=[CH:9][C:8]([O:11][CH3:12])=[CH:7][C:3]=1[C:4]([NH2:6])=O.[Cl:13][C:14]1[CH:22]=[CH:21][CH:20]=[CH:19][C:15]=1[C:16](Cl)=O.[NH:23]1[CH2:28][CH2:27][S:26][CH2:25][CH2:24]1. (2) Given the product [F:1][C:2]1[CH:3]=[C:4]2[C:9](=[CH:10][C:11]=1[C:12]1[CH:17]=[CH:16][CH:15]=[C:14]([S:18]([CH3:21])(=[O:20])=[O:19])[CH:13]=1)[N:8]=[C:7]([C:22]1[CH:23]=[N:24][C:25]([NH2:28])=[N:26][CH:27]=1)[N:6]=[C:5]2[N:36]1[CH2:41][CH2:40][O:39][CH2:38][CH2:37]1, predict the reactants needed to synthesize it. The reactants are: [F:1][C:2]1[CH:3]=[C:4]2[C:9](=[CH:10][C:11]=1[C:12]1[CH:17]=[CH:16][CH:15]=[C:14]([S:18]([CH3:21])(=[O:20])=[O:19])[CH:13]=1)[N:8]=[C:7]([C:22]1[CH:23]=[N:24][C:25]([NH:28]C(=O)OC(C)(C)C)=[N:26][CH:27]=1)[N:6]=[C:5]2[N:36]1[CH2:41][CH2:40][O:39][CH2:38][CH2:37]1.Cl.